This data is from Forward reaction prediction with 1.9M reactions from USPTO patents (1976-2016). The task is: Predict the product of the given reaction. (1) The product is: [C:1]([C:5]1[CH:6]=[CH:7][C:8]([S:11][C:13]2[CH:18]=[CH:17][C:16]([N+:19]([O-:21])=[O:20])=[CH:15][CH:14]=2)=[CH:9][CH:10]=1)([CH3:4])([CH3:2])[CH3:3]. Given the reactants [C:1]([C:5]1[CH:10]=[CH:9][C:8]([SH:11])=[CH:7][CH:6]=1)([CH3:4])([CH3:3])[CH3:2].F[C:13]1[CH:18]=[CH:17][C:16]([N+:19]([O-:21])=[O:20])=[CH:15][CH:14]=1.C(=O)([O-])[O-].[K+].[K+], predict the reaction product. (2) Given the reactants Br[C:2]1[C:3]([N:22]2[CH2:26][CH2:25][C@@H:24]([OH:27])[CH2:23]2)=[N:4][CH:5]=[C:6]([CH:21]=1)[C:7]([NH:9][C:10]1[CH:15]=[CH:14][C:13]([S:16][C:17]([Cl:20])([F:19])[F:18])=[CH:12][CH:11]=1)=[O:8].O1CCCCC1[N:34]1[C:38](B2OC(C)(C)C(C)(C)O2)=[CH:37][CH:36]=[N:35]1, predict the reaction product. The product is: [Cl:20][C:17]([F:19])([F:18])[S:16][C:13]1[CH:14]=[CH:15][C:10]([NH:9][C:7](=[O:8])[C:6]2[CH:21]=[C:2]([C:36]3[NH:35][N:34]=[CH:38][CH:37]=3)[C:3]([N:22]3[CH2:26][CH2:25][C@@H:24]([OH:27])[CH2:23]3)=[N:4][CH:5]=2)=[CH:11][CH:12]=1.